Dataset: Full USPTO retrosynthesis dataset with 1.9M reactions from patents (1976-2016). Task: Predict the reactants needed to synthesize the given product. (1) The reactants are: [Na].[NH2:2][C:3]1[C:8](=[O:9])[N:7]([CH2:10][C:11]([OH:13])=[O:12])[C:6]([C:14]2[CH:19]=[CH:18][CH:17]=[CH:16][CH:15]=2)=[N:5][CH:4]=1.[CH2:20]([O:27][C:28](Cl)=[O:29])[C:21]1[CH:26]=[CH:25][CH:24]=[CH:23][CH:22]=1.C(=O)([O-])O.[Na+]. Given the product [CH2:20]([O:27][C:28]([NH:2][C:3]1[C:8](=[O:9])[N:7]([CH2:10][C:11]([OH:13])=[O:12])[C:6]([C:14]2[CH:19]=[CH:18][CH:17]=[CH:16][CH:15]=2)=[N:5][CH:4]=1)=[O:29])[C:21]1[CH:26]=[CH:25][CH:24]=[CH:23][CH:22]=1, predict the reactants needed to synthesize it. (2) Given the product [CH3:3][S:10]([C:69]1[S:70][C:63]2[C:64](=[N:65][CH:66]=[CH:67][C:62]=2[O:61][C:60]2[CH:59]=[CH:58][C:57]([NH2:77])=[CH:56][C:55]=2[F:54])[CH:68]=1)=[O:32], predict the reactants needed to synthesize it. The reactants are: ClC1C=CN=C2C=C(C3N(C)C=CN=3)[S:10][C:3]=12.CN1C=CN=C1C1SC2C(=NC=CC=2[O:32]C2C=CC(NC(NC(=O)CC3C=CC=CC=3)=S)=CC=2)C=1.Cl.Cl.[F:54][C:55]1[CH:56]=[C:57]([NH:77]C(NC(=O)CC2C=CC=CC=2F)=S)[CH:58]=[CH:59][C:60]=1[O:61][C:62]1[CH:67]=[CH:66][N:65]=[C:64]2[CH:68]=[C:69](C3N(C)C=CN=3)[S:70][C:63]=12. (3) Given the product [F:26][C:2]([F:1])([F:25])[C:3]1[CH:4]=[C:5]([C:21]([F:23])([F:24])[F:22])[C:6]2[CH:7]=[CH:8][C:9]3[N:10]([CH:13]=[C:14]([CH:16]=[O:17])[N:15]=3)[C:11]=2[N:12]=1, predict the reactants needed to synthesize it. The reactants are: [F:1][C:2]([F:26])([F:25])[C:3]1[CH:4]=[C:5]([C:21]([F:24])([F:23])[F:22])[C:6]2[CH:7]=[CH:8][C:9]3[N:10]([CH:13]=[C:14]([C:16](OCC)=[O:17])[N:15]=3)[C:11]=2[N:12]=1.CC(C[AlH]CC(C)C)C. (4) Given the product [Cl:1][C:13]1[CH:14]=[CH:15][C:16]2[C:21](=[CH:20][CH:19]=[CH:18][CH:17]=2)[C:12]=1[O:11][P:10](=[N:2][C@@H:3]([CH3:9])[C:4]([O:6][CH2:7][CH3:8])=[O:5])=[O:22], predict the reactants needed to synthesize it. The reactants are: [ClH:1].[NH2:2][C@@H:3]([CH3:9])[C:4]([O:6][CH2:7][CH3:8])=[O:5].[P:10](Cl)(Cl)(=[O:22])[O:11][C:12]1[C:21]2[C:16](=[CH:17][CH:18]=[CH:19][CH:20]=2)[CH:15]=[CH:14][CH:13]=1.C(N(CC)CC)C. (5) Given the product [F:39][C:33]1[CH:34]=[C:35]([F:38])[CH:36]=[CH:37][C:32]=1/[CH:31]=[CH:30]/[C:27]1[O:28][CH:29]=[C:25]([CH2:24][O:20][C:17]2[CH:18]=[CH:19][C:14]([CH2:13][CH2:12][CH2:11][CH2:10][N:6]3[CH:7]=[CH:8][N:9]=[C:5]3[CH2:4][CH2:3][S:2][CH3:1])=[CH:15][CH:16]=2)[N:26]=1, predict the reactants needed to synthesize it. The reactants are: [CH3:1][S:2][CH2:3][CH2:4][C:5]1[N:6]([CH2:10][CH2:11][CH2:12][CH2:13][C:14]2[CH:19]=[CH:18][C:17]([OH:20])=[CH:16][CH:15]=2)[CH:7]=[CH:8][N:9]=1.[H-].[Na+].Cl[CH2:24][C:25]1[N:26]=[C:27](/[CH:30]=[CH:31]/[C:32]2[CH:37]=[CH:36][C:35]([F:38])=[CH:34][C:33]=2[F:39])[O:28][CH:29]=1.